From a dataset of Forward reaction prediction with 1.9M reactions from USPTO patents (1976-2016). Predict the product of the given reaction. (1) Given the reactants [OH:1][C@@H:2]1[C@H:6]([OH:7])[C@@H:5]([CH2:8][OH:9])[O:4][C@H:3]1[N:10]1[CH:18]=[N:17][C:16]2[C:11]1=[N:12][C:13]([C:34](OC)=[O:35])=[N:14][C:15]=2[NH:19][CH2:20][CH:21]([C:28]1[CH:33]=[CH:32][CH:31]=[CH:30][CH:29]=1)[C:22]1[CH:27]=[CH:26][CH:25]=[CH:24][CH:23]=1.[NH2:38][CH2:39][CH2:40][N:41]1[CH2:46][CH2:45][O:44][CH2:43][CH2:42]1, predict the reaction product. The product is: [OH:1][C@@H:2]1[C@H:6]([OH:7])[C@@H:5]([CH2:8][OH:9])[O:4][C@H:3]1[N:10]1[CH:18]=[N:17][C:16]2[C:11]1=[N:12][C:13]([C:34]([NH:38][CH2:39][CH2:40][N:41]1[CH2:46][CH2:45][O:44][CH2:43][CH2:42]1)=[O:35])=[N:14][C:15]=2[NH:19][CH2:20][CH:21]([C:28]1[CH:33]=[CH:32][CH:31]=[CH:30][CH:29]=1)[C:22]1[CH:23]=[CH:24][CH:25]=[CH:26][CH:27]=1. (2) Given the reactants I[C:2]1[CH:11]=[CH:10][C:5]([C:6]([O:8][CH3:9])=[O:7])=[CH:4][CH:3]=1.[CH2:12]([OH:15])[C:13]#[CH:14], predict the reaction product. The product is: [OH:15][CH2:12][C:13]#[C:14][C:2]1[CH:11]=[CH:10][C:5]([C:6]([O:8][CH3:9])=[O:7])=[CH:4][CH:3]=1. (3) Given the reactants CCCCCO[C@@H:120]1[C@@H:119](OCCCCC)[C@H:118]2[O:133][C@H:134]3[C@H:140](OCCCCC)[C@@H:139](OCCCCC)[C@@H:137](O[C@H:115]4[C@H:120](OCCCCC)[C@@H:119](OCCCCC)[C@@H:118]([O:133][C@H:134]5[C@H:140](OCCCCC)[C@@H:139](OCCCCC)[C@@H:137](O[C@H:115]6[C@H:120](OCCCCC)[C@@H:119](OCCCCC)[C@@H:118]([O:133][C@H:134]7[C@H:140](OCCCCC)[C@@H:139](OCCCCC)[C@@H:137](O[C@H:115]8[C@H:120](OCCCCC)[C@@H:119](OCCCCC)[C@@H:118]([O:133][C@H:134]9[C@H:140](OCCCCC)[C@@H:139](OCCCCC)[C@@H:137](O[C@@H:115]1[C@@H:116](COC)[O:117]2)O[C@@H]9COC)[O:117][C@@H:116]8COC)O[C@@H]7COC)[O:117][C@@H:116]6COC)O[C@@H]5COC)[O:117][C@@H:116]4COC)O[C@@H]3COC, predict the reaction product. The product is: [O:133]1[C:118]2([CH2:119][CH2:120][CH2:115][CH2:116][O:117]2)[CH2:137][CH2:139][CH2:140][CH2:134]1.